Regression. Given a peptide amino acid sequence and an MHC pseudo amino acid sequence, predict their binding affinity value. This is MHC class II binding data. From a dataset of Peptide-MHC class II binding affinity with 134,281 pairs from IEDB. (1) The peptide sequence is RMGERQLQKIERWFV. The MHC is DRB5_0101 with pseudo-sequence DRB5_0101. The binding affinity (normalized) is 0.574. (2) The peptide sequence is PSPVRDHYILYCEGEL. The MHC is DRB1_0701 with pseudo-sequence DRB1_0701. The binding affinity (normalized) is 0.376. (3) The peptide sequence is NQAFRNIVNMLHGVR. The MHC is DRB3_0202 with pseudo-sequence DRB3_0202. The binding affinity (normalized) is 0.441.